From a dataset of Full USPTO retrosynthesis dataset with 1.9M reactions from patents (1976-2016). Predict the reactants needed to synthesize the given product. (1) Given the product [C@@H:50]1([O:49][C@@H:39]2[C@@H:38]([CH2:81][OH:82])[O:37][C@H:10]([O:11][C@H:12]3[C@H:16]([OH:17])[CH2:15][NH:14][C@H:13]3[CH2:35][F:36])[C@H:9]([OH:8])[C@H:40]2[OH:41])[O:79][C@H:78]([CH3:80])[C@@H:69]([OH:70])[C@H:60]([OH:61])[C@H:51]1[OH:52], predict the reactants needed to synthesize it. The reactants are: C([O:8][C@@H:9]1[C@@H:40]([O:41]CC2C=CC=CC=2)[C@H:39]([O:49][C@@H:50]2[O:79][C@H:78]([CH3:80])[C@@H:69]([O:70]CC3C=CC=CC=3)[C@H:60]([O:61]CC3C=CC=CC=3)[C@H:51]2[O:52]CC2C=CC=CC=2)[C@@H:38]([CH2:81][O:82]CC2C=CC=CC=2)[O:37][C@@H:10]1[O:11][C@H:12]1[C@H:16]([O:17]CC2C=CC=CC=2)[CH2:15][N:14](C(OCC2C=CC=CC=2)=O)[C@H:13]1[CH2:35][F:36])C1C=CC=CC=1. (2) Given the product [Cl:1][C:2]1[C:3]([NH:16][S:17]([C:20]2[CH:25]=[CH:24][C:23]([F:26])=[CH:22][CH:21]=2)(=[O:19])=[O:18])=[C:4]([C:12]([OH:14])=[O:13])[C:5]2[C:10]([CH:11]=1)=[CH:9][CH:8]=[CH:7][CH:6]=2, predict the reactants needed to synthesize it. The reactants are: [Cl:1][C:2]1[C:3]([NH:16][S:17]([C:20]2[CH:25]=[CH:24][C:23]([F:26])=[CH:22][CH:21]=2)(=[O:19])=[O:18])=[C:4]([C:12]([O:14]C)=[O:13])[C:5]2[C:10]([CH:11]=1)=[CH:9][CH:8]=[CH:7][CH:6]=2.[Li+].[OH-].Cl.C(OCC)(=O)C. (3) The reactants are: [C:1]([C@@H:3]([NH:22][C:23]([C@@H:25]1[CH2:31][N:30](C(OC(C)(C)C)=O)[CH2:29][CH2:28][CH2:27][O:26]1)=[O:24])[CH2:4][C:5]1[CH:10]=[CH:9][C:8]([C:11]2[CH:16]=[CH:15][CH:14]=[C:13]([O:17][S:18]([CH3:21])(=[O:20])=[O:19])[CH:12]=2)=[CH:7][CH:6]=1)#[N:2]. Given the product [CH3:21][S:18]([O:17][C:13]1[CH:12]=[C:11]([C:8]2[CH:9]=[CH:10][C:5]([CH2:4][C@@H:3]([C:1]#[N:2])[NH:22][C:23]([C@@H:25]3[CH2:31][NH:30][CH2:29][CH2:28][CH2:27][O:26]3)=[O:24])=[CH:6][CH:7]=2)[CH:16]=[CH:15][CH:14]=1)(=[O:19])=[O:20], predict the reactants needed to synthesize it. (4) The reactants are: O1CCOCC1.Br[C:8]1[CH:13]=[CH:12][N:11]=[C:10]([NH:14][C@H:15]([C:17]2[C:18](=[O:28])[NH:19][C:20]3[C:25]([CH:26]=2)=[CH:24][C:23]([Cl:27])=[CH:22][CH:21]=3)[CH3:16])[N:9]=1.[CH3:29][N:30]1[C:34](B(O)O)=[CH:33][CH:32]=[N:31]1.[O-]P([O-])([O-])=O.[K+].[K+].[K+]. Given the product [Cl:27][C:23]1[CH:24]=[C:25]2[C:20](=[CH:21][CH:22]=1)[NH:19][C:18](=[O:28])[C:17]([C@@H:15]([NH:14][C:10]1[N:9]=[C:8]([C:34]3[N:30]([CH3:29])[N:31]=[CH:32][CH:33]=3)[CH:13]=[CH:12][N:11]=1)[CH3:16])=[CH:26]2, predict the reactants needed to synthesize it. (5) Given the product [NH2:14][C:13]1[NH:33][N:32]=[C:9]([NH:8][C:6]2[CH:5]=[C:4]([C:15]([F:18])([F:17])[F:16])[C:3]([C:19]3[CH2:24][CH2:23][N:22]([C:25]([O:27][C:28]([CH3:31])([CH3:30])[CH3:29])=[O:26])[CH2:21][CH:20]=3)=[C:2]([Cl:1])[CH:7]=2)[N:12]=1, predict the reactants needed to synthesize it. The reactants are: [Cl:1][C:2]1[CH:7]=[C:6](/[N:8]=[C:9](/[NH:12][C:13]#[N:14])\SC)[CH:5]=[C:4]([C:15]([F:18])([F:17])[F:16])[C:3]=1[C:19]1[CH2:24][CH2:23][N:22]([C:25]([O:27][C:28]([CH3:31])([CH3:30])[CH3:29])=[O:26])[CH2:21][CH:20]=1.[NH2:32][NH2:33]. (6) Given the product [CH2:11]([O:9][C:4]1[CH:3]=[C:2]([F:1])[CH:7]=[C:6]([F:8])[CH:5]=1)[CH3:12], predict the reactants needed to synthesize it. The reactants are: [F:1][C:2]1[CH:3]=[C:4]([OH:9])[CH:5]=[C:6]([F:8])[CH:7]=1.I[CH2:11][CH3:12].C(=O)([O-])[O-].[K+].[K+].